This data is from Full USPTO retrosynthesis dataset with 1.9M reactions from patents (1976-2016). The task is: Predict the reactants needed to synthesize the given product. Given the product [CH3:29][O:30][C:31]1[CH:38]=[C:37]([O:39][CH3:40])[CH:36]=[CH:35][C:32]=1[CH2:33][NH:34][C:2]1[N:7]=[N:6][C:5]([C:8]2[CH:17]=[C:16]3[C:11]([C@H:12]([C:19]4[CH:28]=[CH:27][C:26]5[C:21](=[CH:22][CH:23]=[CH:24][CH:25]=5)[CH:20]=4)[CH2:13][N:14]([CH3:18])[CH2:15]3)=[CH:10][CH:9]=2)=[CH:4][CH:3]=1, predict the reactants needed to synthesize it. The reactants are: Cl[C:2]1[N:7]=[N:6][C:5]([C:8]2[CH:17]=[C:16]3[C:11]([C@H:12]([C:19]4[CH:28]=[CH:27][C:26]5[C:21](=[CH:22][CH:23]=[CH:24][CH:25]=5)[CH:20]=4)[CH2:13][N:14]([CH3:18])[CH2:15]3)=[CH:10][CH:9]=2)=[CH:4][CH:3]=1.[CH3:29][O:30][C:31]1[CH:38]=[C:37]([O:39][CH3:40])[CH:36]=[CH:35][C:32]=1[CH2:33][NH2:34].